This data is from NCI-60 drug combinations with 297,098 pairs across 59 cell lines. The task is: Regression. Given two drug SMILES strings and cell line genomic features, predict the synergy score measuring deviation from expected non-interaction effect. Drug 1: CC1=CC2C(CCC3(C2CCC3(C(=O)C)OC(=O)C)C)C4(C1=CC(=O)CC4)C. Drug 2: C1C(C(OC1N2C=NC3=C2NC=NCC3O)CO)O. Cell line: UACC-257. Synergy scores: CSS=-8.00, Synergy_ZIP=2.15, Synergy_Bliss=-4.48, Synergy_Loewe=-6.46, Synergy_HSA=-7.52.